From a dataset of Reaction yield outcomes from USPTO patents with 853,638 reactions. Predict the reaction yield, written as a fraction of the theoretical maximum amount of product (1.0 means a 100% yield; for example, 0.34 means a 34% yield). (1) The product is [Cl:14][C:3]1[CH:4]=[C:5]([NH:8][C:9]([NH:11][CH2:12][CH3:13])=[O:10])[N:6]=[CH:7][C:2]=1[C:23]1[CH:24]=[N:25][CH:26]=[C:27]([C:28]([O:30][CH2:31][CH3:32])=[O:29])[CH:33]=1. The yield is 0.670. The catalyst is C1C=CC([P]([Pd]([P](C2C=CC=CC=2)(C2C=CC=CC=2)C2C=CC=CC=2)([P](C2C=CC=CC=2)(C2C=CC=CC=2)C2C=CC=CC=2)[P](C2C=CC=CC=2)(C2C=CC=CC=2)C2C=CC=CC=2)(C2C=CC=CC=2)C2C=CC=CC=2)=CC=1. The reactants are Br[C:2]1[C:3]([Cl:14])=[CH:4][C:5]([NH:8][C:9]([NH:11][CH2:12][CH3:13])=[O:10])=[N:6][CH:7]=1.CC1(C)C(C)(C)OB([C:23]2[CH:24]=[N:25][CH:26]=[C:27]([CH:33]=2)[C:28]([O:30][CH2:31][CH3:32])=[O:29])O1.C(=O)([O-])[O-].[Cs+].[Cs+]. (2) The reactants are [NH3:1].[O:2]1[C:6]2([CH2:11][CH2:10][C:9](=O)[CH2:8][CH2:7]2)[O:5][CH2:4][CH2:3]1.[BH4-].[Na+]. The catalyst is CO.O. The product is [O:2]1[C:6]2([CH2:11][CH2:10][CH:9]([NH2:1])[CH2:8][CH2:7]2)[O:5][CH2:4][CH2:3]1. The yield is 0.640. (3) The reactants are [CH3:1][C:2]([N:7]1[CH:11]=[C:10]([C:12]2[CH:17]=[CH:16][N:15]=[C:14]3[NH:18][CH:19]=[CH:20][C:13]=23)[CH:9]=[N:8]1)([CH3:6])[C:3](O)=[O:4].C1N=C[N:23](C(N2C=NC=C2)=O)C=1.[NH4+].[Cl-]. The catalyst is CN(C=O)C. The product is [CH3:1][C:2]([N:7]1[CH:11]=[C:10]([C:12]2[CH:17]=[CH:16][N:15]=[C:14]3[NH:18][CH:19]=[CH:20][C:13]=23)[CH:9]=[N:8]1)([CH3:6])[C:3]([NH2:23])=[O:4]. The yield is 0.260. (4) The reactants are [NH2:1][C:2]1[CH:10]=[CH:9][C:5]([C:6]([OH:8])=[O:7])=[CH:4][C:3]=1[OH:11].Cl.[CH3:13][C:14](=O)[CH:15]=[CH2:16]. No catalyst specified. The product is [OH:11][C:3]1[CH:4]=[C:5]([C:6]([OH:8])=[O:7])[CH:9]=[C:10]2[C:2]=1[N:1]=[CH:13][CH:14]=[C:15]2[CH3:16]. The yield is 0.310. (5) The reactants are [C:1]([OH:7])(=[O:6])[CH2:2][C:3]([OH:5])=O.[CH2:8]([K])[CH3:9].[Mg+2].[Cl-].[Cl-].[CH:14]1(C(Cl)=O)[CH2:16][CH2:15]1.Cl. The catalyst is C(#N)C.O. The product is [CH2:8]([O:7][C:1](=[O:6])[CH2:2][C:3]([CH:14]1[CH2:16][CH2:15]1)=[O:5])[CH3:9]. The yield is 0.600. (6) The reactants are [C:1]([O:5][C:6]([NH:8][CH2:9][CH2:10][CH2:11][CH2:12][CH2:13][C:14]([OH:16])=O)=[O:7])([CH3:4])([CH3:3])[CH3:2].F[B-](F)(F)F.N1(OC(N(C)C)=[N+](C)C)C2C=CC=CC=2N=N1.C(N(CC)C(C)C)(C)C.[NH2:48][CH2:49][CH2:50][O:51][C:52]([CH3:73])([CH3:72])[CH2:53][N:54]1[C:66]2[C:65]3[CH:64]=[CH:63][CH:62]=[CH:61][C:60]=3[N:59]=[C:58]([NH2:67])[C:57]=2[N:56]=[C:55]1[CH2:68][O:69][CH2:70][CH3:71]. The catalyst is CN(C=O)C. The product is [NH2:67][C:58]1[C:57]2[N:56]=[C:55]([CH2:68][O:69][CH2:70][CH3:71])[N:54]([CH2:53][C:52]([CH3:73])([O:51][CH2:50][CH2:49][NH:48][C:14](=[O:16])[CH2:13][CH2:12][CH2:11][CH2:10][CH2:9][NH:8][C:6](=[O:7])[O:5][C:1]([CH3:2])([CH3:3])[CH3:4])[CH3:72])[C:66]=2[C:65]2[CH:64]=[CH:63][CH:62]=[CH:61][C:60]=2[N:59]=1. The yield is 0.230. (7) The reactants are Br[C:2]1[CH:23]=[CH:22][C:5]([C:6]([NH:8][S:9]([C:12]2[CH:17]=[CH:16][CH:15]=[CH:14][C:13]=2[S:18](=[O:21])(=[O:20])[NH2:19])(=[O:11])=[O:10])=[O:7])=[CH:4][C:3]=1[C:24]#[N:25].[CH3:26][C:27]([CH3:31])([CH3:30])[C:28]#[CH:29].C(NC(C)C)(C)C. The catalyst is CN(C)C=O.[Cu]I.Cl[Pd](Cl)([P](C1C=CC=CC=1)(C1C=CC=CC=1)C1C=CC=CC=1)[P](C1C=CC=CC=1)(C1C=CC=CC=1)C1C=CC=CC=1. The product is [C:24]([C:3]1[CH:4]=[C:5]([CH:22]=[CH:23][C:2]=1[C:29]#[C:28][C:27]([CH3:31])([CH3:30])[CH3:26])[C:6]([NH:8][S:9]([C:12]1[CH:17]=[CH:16][CH:15]=[CH:14][C:13]=1[S:18](=[O:21])(=[O:20])[NH2:19])(=[O:11])=[O:10])=[O:7])#[N:25]. The yield is 0.180.